Dataset: NCI-60 drug combinations with 297,098 pairs across 59 cell lines. Task: Regression. Given two drug SMILES strings and cell line genomic features, predict the synergy score measuring deviation from expected non-interaction effect. Drug 1: C1=C(C(=O)NC(=O)N1)F. Drug 2: CN1C(=O)N2C=NC(=C2N=N1)C(=O)N. Cell line: HCT-15. Synergy scores: CSS=41.6, Synergy_ZIP=0.1000, Synergy_Bliss=-3.01, Synergy_Loewe=-14.9, Synergy_HSA=-3.71.